Dataset: Full USPTO retrosynthesis dataset with 1.9M reactions from patents (1976-2016). Task: Predict the reactants needed to synthesize the given product. (1) Given the product [CH2:63]([O:62][C:60]([C@@:55]1([NH:54][C:53]([C@@H:30]2[CH2:31][C@@H:32]([O:34][C:35]3[C:44]4[C:39](=[CH:40][C:41]([O:45][CH3:46])=[CH:42][CH:43]=4)[N:38]=[C:37]([C:47]4[CH:48]=[CH:49][CH:50]=[CH:51][CH:52]=4)[CH:36]=3)[CH2:33][C@H:29]2[C:6](=[O:21])[NH:7][C@H:8]([C:13](=[O:20])[NH:14][CH:15]2[CH2:16][CH2:17][CH2:18][CH2:19]2)[C:9]([CH3:10])([CH3:11])[CH3:12])=[O:65])[CH2:57][C@H:56]1[CH:58]=[CH2:59])=[O:61])[CH3:64], predict the reactants needed to synthesize it. The reactants are: C(O[C:6](=[O:21])[NH:7][C@H:8]([C:13](=[O:20])[NH:14][CH:15]1[CH2:19][CH2:18][CH2:17][CH2:16]1)[C:9]([CH3:12])([CH3:11])[CH3:10])(C)(C)C.C(OC([C@@H:29]1[CH2:33][C@H:32]([O:34][C:35]2[C:44]3[C:39](=[CH:40][C:41]([O:45][CH3:46])=[CH:42][CH:43]=3)[N:38]=[C:37]([C:47]3[CH:52]=[CH:51][CH:50]=[CH:49][CH:48]=3)[CH:36]=2)[CH2:31][C@H:30]1[C:53](=[O:65])[NH:54][C@:55]1([C:60]([O:62][CH2:63][CH3:64])=[O:61])[CH2:57][C@H:56]1[CH:58]=[CH2:59])=O)(C)(C)C.C(OC([C@@]1(NC([C@@H]2C[C@@H](OC3C4C(=CC(OC)=CC=4)N=C(C4C=CC=CC=4)C=3)C[C@H]2C(=O)N[C@H](C(=O)N[C@@H](C2CCCCC2)C(=O)NC)C(C)(C)C)=O)C[C@H]1C=C)=O)C. (2) Given the product [Br:1][C:2]1[N:7]=[C:6]2[N:8]([CH2:22][O:23][CH2:24][CH2:25][Si:26]([CH3:29])([CH3:28])[CH3:27])[N:9]=[C:10]([C:11]3[CH:16]=[CH:15][CH:14]=[CH:13][CH:12]=3)[C:5]2=[C:4]([C:17]([F:19])([F:20])[F:18])[CH:3]=1, predict the reactants needed to synthesize it. The reactants are: [Br:1][C:2]1[N:7]=[C:6]2[NH:8][N:9]=[C:10]([C:11]3[CH:16]=[CH:15][CH:14]=[CH:13][CH:12]=3)[C:5]2=[C:4]([C:17]([F:20])([F:19])[F:18])[CH:3]=1.Cl[CH2:22][O:23][CH2:24][CH2:25][Si:26]([CH3:29])([CH3:28])[CH3:27].C(N(CC)CC)C.O. (3) The reactants are: Br[C:2]1[CH:3]=[C:4]2[C:10]([C:11]3[CH:12]=[C:13]4[C:17](=[CH:18][CH:19]=3)[NH:16][CH:15]=[CH:14]4)=[CH:9][N:8](S(C3C=CC(C)=CC=3)(=O)=O)[C:5]2=[N:6][CH:7]=1.CC1(C)C(C)(C)OB([C:38]2[CH:57]=[CH:56][C:41]([CH2:42][N:43]3[CH2:48][CH2:47][N:46]([C:49]([O:51][C:52]([CH3:55])([CH3:54])[CH3:53])=[O:50])[CH2:45][CH2:44]3)=[CH:40][CH:39]=2)O1.C(=O)([O-])[O-].[Na+].[Na+]. Given the product [NH:16]1[C:17]2[C:18](=[CH:19][C:11]([C:10]3[C:4]4[C:5](=[N:6][CH:7]=[C:2]([C:38]5[CH:57]=[CH:56][C:41]([CH2:42][N:43]6[CH2:44][CH2:45][N:46]([C:49]([O:51][C:52]([CH3:53])([CH3:55])[CH3:54])=[O:50])[CH2:47][CH2:48]6)=[CH:40][CH:39]=5)[CH:3]=4)[NH:8][CH:9]=3)=[CH:12][CH:13]=2)[CH:14]=[CH:15]1, predict the reactants needed to synthesize it. (4) Given the product [CH3:1][Si:2]([CH3:27])([CH3:26])[C:3]1[CH:4]=[CH:5][C:6]([C@@H:9]2[CH2:14][CH2:13][O:12][CH2:11][C@H:10]2[NH2:15])=[CH:7][CH:8]=1, predict the reactants needed to synthesize it. The reactants are: [CH3:1][Si:2]([CH3:27])([CH3:26])[C:3]1[CH:8]=[CH:7][C:6]([C@@H:9]2[CH2:14][CH2:13][O:12][CH2:11][C@H:10]2[NH:15]C(=O)OCC2C=CC=CC=2)=[CH:5][CH:4]=1.C(O)C. (5) Given the product [CH:1]1([CH:4]([NH:5][S:6]([C:8]([CH3:11])([CH3:10])[CH3:9])=[O:7])[C:13]([F:12])([F:23])[S:14]([C:17]2[CH:22]=[CH:21][CH:20]=[CH:19][CH:18]=2)(=[O:15])=[O:16])[CH2:2][CH2:3]1, predict the reactants needed to synthesize it. The reactants are: [CH:1]1(/[CH:4]=[N:5]/[S:6]([C:8]([CH3:11])([CH3:10])[CH3:9])=[O:7])[CH2:3][CH2:2]1.[F:12][CH:13]([F:23])[S:14]([C:17]1[CH:22]=[CH:21][CH:20]=[CH:19][CH:18]=1)(=[O:16])=[O:15].C[Si]([N-][Si](C)(C)C)(C)C.[Na+].[Na+].[Cl-]. (6) Given the product [CH:11]1([NH:17][C:2]2[CH:7]=[CH:6][CH:5]=[CH:4][C:3]=2[N+:8]([O-:10])=[O:9])[CH2:16][CH2:15][CH2:14][CH2:13][CH2:12]1, predict the reactants needed to synthesize it. The reactants are: F[C:2]1[CH:7]=[CH:6][CH:5]=[CH:4][C:3]=1[N+:8]([O-:10])=[O:9].[CH:11]1([NH2:17])[CH2:16][CH2:15][CH2:14][CH2:13][CH2:12]1.C(=O)([O-])[O-].[K+].[K+].